Dataset: Catalyst prediction with 721,799 reactions and 888 catalyst types from USPTO. Task: Predict which catalyst facilitates the given reaction. Reactant: C(=O)([O-])[O-].[K+].[K+].[C:7]1([CH:14]=[CH:13][CH:12]=[C:10]([OH:11])[CH:9]=1)[OH:8].Br[CH2:16][CH:17]=[CH2:18].Cl. Product: [CH2:18]([O:8][C:7]1[CH:9]=[C:10]([OH:11])[CH:12]=[CH:13][CH:14]=1)[CH:17]=[CH2:16]. The catalyst class is: 3.